From a dataset of Forward reaction prediction with 1.9M reactions from USPTO patents (1976-2016). Predict the product of the given reaction. (1) The product is: [OH:10][C@H:11]1[CH2:15][CH2:14][N:13]([CH2:16][CH2:17][C:18]2[CH:19]=[CH:20][C:21]([O:24][CH3:25])=[CH:22][CH:23]=2)[CH2:12]1. Given the reactants [N+](C1C=CC(C([O:10][C@H:11]2[CH2:15][CH2:14][N:13]([CH2:16][CH2:17][C:18]3[CH:23]=[CH:22][C:21]([O:24][CH3:25])=[CH:20][CH:19]=3)[CH2:12]2)=O)=CC=1)([O-])=O.O1CCCC1.O.[Li+].[OH-], predict the reaction product. (2) Given the reactants Cl[CH2:2][C:3]1[CH:4]=[C:5]2[C:10](=[C:11]([S:13]([CH3:16])(=[O:15])=[O:14])[CH:12]=1)[N:9]=[CH:8][C:7]([CH3:17])=[CH:6]2.C[Sn](C)(C)[C:20]1[CH:21]=[C:22]([CH:27]=[CH:28][N:29]=1)[C:23]([O:25][CH3:26])=[O:24], predict the reaction product. The product is: [CH3:17][C:7]1[CH:8]=[N:9][C:10]2[C:5]([CH:6]=1)=[CH:4][C:3]([CH2:2][C:20]1[CH:21]=[C:22]([CH:27]=[CH:28][N:29]=1)[C:23]([O:25][CH3:26])=[O:24])=[CH:12][C:11]=2[S:13]([CH3:16])(=[O:15])=[O:14]. (3) The product is: [C:28]([O:27][CH:24]([C:5]1[C:6]2[N:7]3[CH2:14][CH2:13][CH2:12][N:11]([C:15]4[CH:20]=[CH:19][C:18]([O:21][CH3:22])=[CH:17][C:16]=4[Cl:23])[C:8]3=[N:9][C:10]=2[C:2]([Cl:1])=[CH:3][CH:4]=1)[CH2:25][CH3:26])(=[O:30])[CH3:29]. Given the reactants [Cl:1][C:2]1[C:10]2[N:9]=[C:8]3[N:11]([C:15]4[CH:20]=[CH:19][C:18]([O:21][CH3:22])=[CH:17][C:16]=4[Cl:23])[CH2:12][CH2:13][CH2:14][N:7]3[C:6]=2[C:5]([CH:24]([OH:27])[CH2:25][CH3:26])=[CH:4][CH:3]=1.[C:28](OC(=O)C)(=[O:30])[CH3:29], predict the reaction product. (4) Given the reactants [C:1]([OH:9])(=[O:8])[C:2]([CH2:4][C:5]([OH:7])=[O:6])=[CH2:3].[OH-].[K+:11], predict the reaction product. The product is: [C:1]([O-:9])(=[O:8])[C:2]([CH2:4][C:5]([O-:7])=[O:6])=[CH2:3].[K+:11].[K+:11]. (5) The product is: [CH2:37]([O:36][C:34](=[O:35])[CH2:33][O:31][C:5]1[CH:6]=[CH:7][C:8]([O:10][CH2:11][CH2:12][C:13]2[N:14]=[C:15]([C:19]3[CH:20]=[CH:21][C:22]([C:25]4[CH:26]=[CH:27][CH:28]=[CH:29][CH:30]=4)=[CH:23][CH:24]=3)[O:16][C:17]=2[CH3:18])=[CH:9][C:4]=1[CH2:1][CH2:2][CH3:3])[CH3:38]. Given the reactants [CH2:1]([C:4]1[CH:9]=[C:8]([O:10][CH2:11][CH2:12][C:13]2[N:14]=[C:15]([C:19]3[CH:24]=[CH:23][C:22]([C:25]4[CH:30]=[CH:29][CH:28]=[CH:27][CH:26]=4)=[CH:21][CH:20]=3)[O:16][C:17]=2[CH3:18])[CH:7]=[CH:6][C:5]=1[OH:31])[CH2:2][CH3:3].Br[CH2:33][C:34]([O:36][CH2:37][CH3:38])=[O:35].C(=O)([O-])[O-].[Cs+].[Cs+], predict the reaction product. (6) Given the reactants C(OC(=O)[C:5](=[O:22])[C:6]([C:14]1[CH:19]=[CH:18][C:17]([Cl:20])=[C:16]([Cl:21])[CH:15]=1)=[CH:7][C:8]1[CH:13]=[CH:12][N:11]=[CH:10][CH:9]=1)C.[NH2:24][NH2:25], predict the reaction product. The product is: [Cl:21][C:16]1[CH:15]=[C:14]([CH:6]2[CH:7]([C:8]3[CH:13]=[CH:12][N:11]=[CH:10][CH:9]=3)[NH:25][NH:24][C:5]2=[O:22])[CH:19]=[CH:18][C:17]=1[Cl:20]. (7) Given the reactants Cl.F[C:3]1[CH:8]=[CH:7][CH:6]=[CH:5][C:4]=1[NH:9]N.[CH2:11](OC(OCC)CCCNC)C.[F:23][C:24]1[CH:25]=[CH:26][CH:27]=[C:28]2[C:32]=1[NH:31][CH:30]=[C:29]2[CH2:33][CH2:34][NH:35][CH3:36].C=O.[C:39]([OH:45])([C:41](F)(F)F)=O, predict the reaction product. The product is: [F:23][C:24]1[CH:25]=[CH:26][CH:27]=[C:28]2[C:32]=1[N:31]([CH2:41][CH:39]([C:7]1[CH:6]=[N:9][C:4]([CH3:5])=[CH:3][CH:8]=1)[OH:45])[C:30]1[CH2:36][N:35]([CH3:11])[CH2:34][CH2:33][C:29]2=1. (8) Given the reactants [CH2:1]=[CH:2][C:3]1[CH:8]=[CH:7][CH:6]=[CH:5][CH:4]=1.C([Li])(CC)C.CN(CCN(C)C)C.[CH2:22]=[CH:23][C:24](=[CH2:26])[CH3:25], predict the reaction product. The product is: [CH2:1]=[CH:2][C:3]1[CH:8]=[CH:7][CH:6]=[CH:5][CH:4]=1.[CH2:22]=[CH:23][C:24](=[CH2:25])[CH3:26].[CH2:1]=[CH:2][C:3]1[CH:8]=[CH:7][CH:6]=[CH:5][CH:4]=1.